This data is from Peptide-MHC class II binding affinity with 134,281 pairs from IEDB. The task is: Regression. Given a peptide amino acid sequence and an MHC pseudo amino acid sequence, predict their binding affinity value. This is MHC class II binding data. (1) The peptide sequence is GELLIVDKIDAAFKI. The MHC is DRB1_1501 with pseudo-sequence DRB1_1501. The binding affinity (normalized) is 0.563. (2) The peptide sequence is AALPAVGAAAGAPAA. The MHC is DRB1_1101 with pseudo-sequence DRB1_1101. The binding affinity (normalized) is 0.00876. (3) The peptide sequence is SPALFLSFLYTLELK. The MHC is DRB1_1302 with pseudo-sequence DRB1_1302. The binding affinity (normalized) is 0.189. (4) The peptide sequence is RSLWIIFSKNLNIKL. The MHC is DRB1_0901 with pseudo-sequence DRB1_0901. The binding affinity (normalized) is 0.658. (5) The peptide sequence is LFFNHHKVMLLGHDD. The MHC is DRB3_0101 with pseudo-sequence DRB3_0101. The binding affinity (normalized) is 0.419. (6) The peptide sequence is HKGIVIKSKKKGSTP. The MHC is DRB4_0101 with pseudo-sequence DRB4_0103. The binding affinity (normalized) is 0.381. (7) The peptide sequence is AEMVIHHQHVQDCDE. The binding affinity (normalized) is 0. The MHC is HLA-DQA10201-DQB10402 with pseudo-sequence HLA-DQA10201-DQB10402.